Predict which catalyst facilitates the given reaction. From a dataset of Catalyst prediction with 721,799 reactions and 888 catalyst types from USPTO. (1) Reactant: [O:1]1[CH2:6][CH2:5][CH:4]([C:7]([OH:9])=O)[CH2:3][CH2:2]1.Cl.[CH3:11][NH:12][O:13][CH3:14].CN(C)CCCN=C=NCC.C(N(CC)CC)C. Product: [CH3:14][O:13][N:12]([CH3:11])[C:7]([CH:4]1[CH2:3][CH2:2][O:1][CH2:6][CH2:5]1)=[O:9]. The catalyst class is: 2. (2) Reactant: O[C:2]1[C:7]([C:8]([O:10][CH2:11][CH3:12])=[O:9])=[CH:6][N:5]=[C:4]([N:13]2[CH2:18][CH2:17][O:16][CH2:15][CH2:14]2)[N:3]=1.P(Cl)(Cl)([Cl:21])=O. Product: [Cl:21][C:2]1[C:7]([C:8]([O:10][CH2:11][CH3:12])=[O:9])=[CH:6][N:5]=[C:4]([N:13]2[CH2:18][CH2:17][O:16][CH2:15][CH2:14]2)[N:3]=1. The catalyst class is: 25. (3) The catalyst class is: 4. Product: [Cl:5][C:6]1[CH:7]=[CH:8][C:9]([O:27][CH3:28])=[C:10]([C:12]2([Cl:3])[C:20]3[C:15](=[CH:16][C:17]([C:21]([F:24])([F:23])[F:22])=[CH:18][CH:19]=3)[NH:14][C:13]2=[O:25])[CH:11]=1. Reactant: S(Cl)([Cl:3])=O.[Cl:5][C:6]1[CH:7]=[CH:8][C:9]([O:27][CH3:28])=[C:10]([C:12]2(O)[C:20]3[C:15](=[CH:16][C:17]([C:21]([F:24])([F:23])[F:22])=[CH:18][CH:19]=3)[NH:14][C:13]2=[O:25])[CH:11]=1.C(N(CC)CC)C. (4) Reactant: [Cl:1][C:2]1[C:33]([F:34])=[CH:32][CH:31]=[CH:30][C:3]=1[CH2:4][NH:5][C:6](=[O:29])[N:7]([C@H:9]([CH2:14][O:15][C:16](=[O:28])[NH:17][C:18]1[N:19]=[CH:20][C:21]2[C:26]([CH:27]=1)=[CH:25][CH:24]=[CH:23][CH:22]=2)[CH2:10][C:11]([OH:13])=O)[CH3:8].CCN(C(C)C)C(C)C.CN(C(ON1N=NC2C=CC=CC1=2)=[N+](C)C)C.F[P-](F)(F)(F)(F)F.[NH2:68][CH2:69][C:70]1[CH:75]=[N:74][CH:73]=[CH:72][N:71]=1. Product: [CH:20]1[C:21]2[C:26](=[CH:25][CH:24]=[CH:23][CH:22]=2)[CH:27]=[C:18]([NH:17][C:16](=[O:28])[O:15][CH2:14][C@@H:9]([N:7]([CH3:8])[C:6]([NH:5][CH2:4][C:3]2[CH:30]=[CH:31][CH:32]=[C:33]([F:34])[C:2]=2[Cl:1])=[O:29])[CH2:10][C:11](=[O:13])[NH:68][CH2:69][C:70]2[CH:75]=[N:74][CH:73]=[CH:72][N:71]=2)[N:19]=1. The catalyst class is: 329. (5) Reactant: [CH3:1][N:2](C(ON1N=NC2C=CC=NC1=2)=[N+](C)C)[CH3:3].F[P-](F)(F)(F)(F)F.C(OC(N[C:33]1[N:38]=[C:37]([CH3:39])[C:36]([CH2:40][NH:41][C:42]2[C:43]3[C:44](=[N:48][N:49]([CH2:51][C:52]4[CH:66]=[CH:65][C:55]([CH2:56][N:57]5[CH:61]=[CH:60][C:59]([C:62](O)=[O:63])=[N:58]5)=[CH:54][CH:53]=4)[CH:50]=3)[N:45]=[CH:46][N:47]=2)=[C:35]([CH3:67])[CH:34]=1)=O)(C)(C)C.C[NH:69]C.CCN(C(C)C)C(C)C. Product: [NH2:69][C:33]1[N:38]=[C:37]([CH3:39])[C:36]([CH2:40][NH:41][C:42]2[C:43]3[C:44](=[N:48][N:49]([CH2:51][C:52]4[CH:53]=[CH:54][C:55]([CH2:56][N:57]5[CH:61]=[CH:60][C:59]([C:62]([N:2]([CH3:3])[CH3:1])=[O:63])=[N:58]5)=[CH:65][CH:66]=4)[CH:50]=3)[N:45]=[CH:46][N:47]=2)=[C:35]([CH3:67])[CH:34]=1. The catalyst class is: 47. (6) Reactant: [F:1][C:2]1[CH:9]=[CH:8][C:5]([CH2:6][NH2:7])=[CH:4][CH:3]=1.N1CCOCC1.[CH3:16][C:17]1([CH3:27])[O:21][C:20](=[CH:22][C:23](Cl)=[O:24])[C:19](=[O:26])[O:18]1. Product: [CH3:16][C:17]1([CH3:27])[O:21][C:20](=[CH:22][C:23]([NH:7][CH2:6][C:5]2[CH:8]=[CH:9][C:2]([F:1])=[CH:3][CH:4]=2)=[O:24])[C:19](=[O:26])[O:18]1. The catalyst class is: 2. (7) Reactant: [CH:1]([N:4]1[CH2:9][CH2:8][N:7]([C:10]2[CH:15]=[CH:14][C:13]([N+:16]([O-])=O)=[CH:12][CH:11]=2)[CH2:6][CH2:5]1)([CH3:3])[CH3:2]. Product: [CH:1]([N:4]1[CH2:9][CH2:8][N:7]([C:10]2[CH:15]=[CH:14][C:13]([NH2:16])=[CH:12][CH:11]=2)[CH2:6][CH2:5]1)([CH3:3])[CH3:2]. The catalyst class is: 19.